From a dataset of Catalyst prediction with 721,799 reactions and 888 catalyst types from USPTO. Predict which catalyst facilitates the given reaction. (1) Reactant: [CH3:1][O:2][C:3]1[CH:4]=[C:5]2[C:10](=[CH:11][C:12]=1[O:13][CH3:14])[N:9]=[CH:8][CH:7]=[C:6]2[O:15][C:16]1[CH:22]=[CH:21][C:19]([NH2:20])=[C:18]([F:23])[CH:17]=1.C(O)C.[Cl:27][C:28]1[CH:33]=[CH:32][CH:31]=[CH:30][C:29]=1[C:34]([N:36]=[C:37]=[S:38])=[O:35]. Product: [Cl:27][C:28]1[CH:33]=[CH:32][CH:31]=[CH:30][C:29]=1[C:34]([NH:36][C:37]([NH:20][C:19]1[CH:21]=[CH:22][C:16]([O:15][C:6]2[C:5]3[C:10](=[CH:11][C:12]([O:13][CH3:14])=[C:3]([O:2][CH3:1])[CH:4]=3)[N:9]=[CH:8][CH:7]=2)=[CH:17][C:18]=1[F:23])=[S:38])=[O:35]. The catalyst class is: 11. (2) Reactant: [CH3:1][O:2][C:3]1[CH:8]=[CH:7][C:6]([CH2:9][CH2:10][CH3:11])=[CH:5][C:4]=1[O:12][CH3:13].C(C1C(=O)C(Cl)=C(Cl)C(=[O:19])C=1C#N)#N.C(O)(=O)C. Product: [CH3:13][O:12][C:4]1[CH:5]=[C:6]([CH:7]=[CH:8][C:3]=1[O:2][CH3:1])[CH:9]=[CH:10][CH:11]=[O:19]. The catalyst class is: 12. (3) Reactant: [OH:1][CH2:2][C:3]1[O:7][N:6]=[C:5]([C:8]([O:10]CC)=[O:9])[CH:4]=1.[Cl:13][C:14]1[CH:21]=[CH:20][C:17]([CH2:18]Br)=[CH:16][C:15]=1[F:22].[H-].[Na+].Cl.[OH-].[K+]. Product: [Cl:13][C:14]1[CH:21]=[CH:20][C:17]([CH2:18][O:1][CH2:2][C:3]2[O:7][N:6]=[C:5]([C:8]([OH:10])=[O:9])[CH:4]=2)=[CH:16][C:15]=1[F:22]. The catalyst class is: 35.